Dataset: Forward reaction prediction with 1.9M reactions from USPTO patents (1976-2016). Task: Predict the product of the given reaction. (1) Given the reactants C(O)(=O)C.[CH2:5]([NH:12][C:13]1[C:14]([CH3:24])=[C:15]([NH:19][S:20]([CH3:23])(=[O:22])=[O:21])[CH:16]=[CH:17][CH:18]=1)[C:6]1[CH:11]=[CH:10][CH:9]=[CH:8][CH:7]=1.[N+:25]([C:28]1[CH:35]=[CH:34][C:31]([CH:32]=O)=[CH:30][CH:29]=1)([O-:27])=[O:26].C(O[BH-](OC(=O)C)OC(=O)C)(=O)C.[Na+].C([O-])(O)=O.[Na+], predict the reaction product. The product is: [CH2:5]([N:12]([CH2:32][C:31]1[CH:34]=[CH:35][C:28]([N+:25]([O-:27])=[O:26])=[CH:29][CH:30]=1)[C:13]1[C:14]([CH3:24])=[C:15]([NH:19][S:20]([CH3:23])(=[O:22])=[O:21])[CH:16]=[CH:17][CH:18]=1)[C:6]1[CH:7]=[CH:8][CH:9]=[CH:10][CH:11]=1. (2) The product is: [N:20]1([CH2:25][C:26]2[CH:31]=[CH:30][C:29]([CH2:32][CH2:33][NH:34][C:14]([C:11]3[CH:12]=[CH:13][C:8]([C:5]4[CH:4]=[CH:3][C:2]([Cl:1])=[CH:7][CH:6]=4)=[CH:9][C:10]=3[N+:17]([O-:19])=[O:18])=[O:16])=[CH:28][CH:27]=2)[CH2:24][CH2:23][CH2:22][CH2:21]1. Given the reactants [Cl:1][C:2]1[CH:7]=[CH:6][C:5]([C:8]2[CH:13]=[CH:12][C:11]([C:14]([OH:16])=O)=[C:10]([N+:17]([O-:19])=[O:18])[CH:9]=2)=[CH:4][CH:3]=1.[N:20]1([CH2:25][C:26]2[CH:31]=[CH:30][C:29]([CH2:32][CH2:33][NH2:34])=[CH:28][CH:27]=2)[CH2:24][CH2:23][CH2:22][CH2:21]1.CN(C(ON1N=NC2C=CC=CC1=2)=[N+](C)C)C.[B-](F)(F)(F)F.C1C=CC2N(O)N=NC=2C=1.C(N(CC)CC)C, predict the reaction product. (3) Given the reactants [Br:1][C:2]1[CH:7]=[CH:6][C:5]([CH:8]([C:18]2[CH:23]=[CH:22][CH:21]=[CH:20][C:19]=2[CH3:24])[CH2:9][C:10]([C:12]2[CH:17]=[CH:16][N:15]=[CH:14][CH:13]=2)=O)=[CH:4][CH:3]=1.Cl.[NH2:26][OH:27].C([O-])(O)=O.[Na+], predict the reaction product. The product is: [Br:1][C:2]1[CH:7]=[CH:6][C:5]([CH:8]([C:18]2[CH:23]=[CH:22][CH:21]=[CH:20][C:19]=2[CH3:24])[CH2:9][C:10]([C:12]2[CH:17]=[CH:16][N:15]=[CH:14][CH:13]=2)=[N:26][OH:27])=[CH:4][CH:3]=1. (4) Given the reactants C([O:3][C:4]([C:6]1([NH:16][C:17](=[O:29])[C:18]2[CH:23]=[CH:22][CH:21]=[C:20]([CH3:24])[C:19]=2[CH:25]=[C:26]([CH3:28])[CH3:27])[CH2:14][C:13]2[C:8](=[CH:9][CH:10]=[C:11]([Cl:15])[CH:12]=2)[CH2:7]1)=[O:5])C.[OH-].[K+], predict the reaction product. The product is: [Cl:15][C:11]1[CH:12]=[C:13]2[C:8](=[CH:9][CH:10]=1)[CH2:7][C:6]([NH:16][C:17](=[O:29])[C:18]1[CH:23]=[CH:22][CH:21]=[C:20]([CH3:24])[C:19]=1[CH:25]=[C:26]([CH3:27])[CH3:28])([C:4]([OH:5])=[O:3])[CH2:14]2. (5) Given the reactants CN(C(ON1N=NC2C=CC=CC1=2)=[N+](C)C)C.F[P-](F)(F)(F)(F)F.[C:25]([O:29][C:30]([NH:32][CH2:33][C:34]([OH:36])=O)=[O:31])([CH3:28])([CH3:27])[CH3:26].Cl.[NH2:38][CH2:39][C:40]1[CH:45]=[CH:44][C:43]([C:46]([N:48]2[CH2:57][C:56]3[CH:55]=[N:54][N:53]([CH3:58])[C:52]=3[NH:51][C:50]3[CH:59]=[C:60]([Cl:63])[CH:61]=[CH:62][C:49]2=3)=[O:47])=[CH:42][C:41]=1[F:64].C1C(N=NC2C(=O)N(C3C=CC(S([O-])(=O)=O)=CC=3)N=C2C([O-])=O)=CC=C(S([O-])(=O)=O)C=1.[Na+].[Na+].[Na+].CC1C=C2N=C3C(=NC(NC3=O)=O)N(C[C@H](O)[C@H](O)[C@H](O)COP([O-])(O)=O)C2=CC=1C.[Na+].CCN(C(C)C)C(C)C, predict the reaction product. The product is: [C:25]([O:29][C:30](=[O:31])[NH:32][CH2:33][C:34](=[O:36])[NH:38][CH2:39][C:40]1[CH:45]=[CH:44][C:43]([C:46]([N:48]2[CH2:57][C:56]3[CH:55]=[N:54][N:53]([CH3:58])[C:52]=3[NH:51][C:50]3[CH:59]=[C:60]([Cl:63])[CH:61]=[CH:62][C:49]2=3)=[O:47])=[CH:42][C:41]=1[F:64])([CH3:26])([CH3:27])[CH3:28].